Task: Binary Classification. Given a T-cell receptor sequence (or CDR3 region) and an epitope sequence, predict whether binding occurs between them.. Dataset: TCR-epitope binding with 47,182 pairs between 192 epitopes and 23,139 TCRs (1) The epitope is HTTDPSFLGRY. The TCR CDR3 sequence is CASSLDNTGELFF. Result: 1 (the TCR binds to the epitope). (2) The epitope is KLSYGIATV. The TCR CDR3 sequence is CASSFPGGHTPPEQYF. Result: 0 (the TCR does not bind to the epitope). (3) The epitope is ELAGIGILTV. The TCR CDR3 sequence is CASSPGGLEQFF. Result: 1 (the TCR binds to the epitope). (4) The epitope is HLVDFQVTI. The TCR CDR3 sequence is CASSQGLNTEAFF. Result: 1 (the TCR binds to the epitope). (5) The epitope is LLDFVRFMGV. The TCR CDR3 sequence is CASTQGLAGGYEQYF. Result: 0 (the TCR does not bind to the epitope). (6) The epitope is MLNIPSINV. The TCR CDR3 sequence is CSARDRDRGYEQYF. Result: 1 (the TCR binds to the epitope). (7) The epitope is YLNTLTLAV. The TCR CDR3 sequence is CASSQYGGNEQFF. Result: 1 (the TCR binds to the epitope).